Dataset: Forward reaction prediction with 1.9M reactions from USPTO patents (1976-2016). Task: Predict the product of the given reaction. Given the reactants [C:1]1([N:7]2[C:12](=O)C3SC=C(C4C=CC=CC=4)C=3N=C2)[CH:6]=[CH:5][CH:4]=[CH:3][CH:2]=1.[NH2:23][C:24]1[C:28]([C:29]2[CH:34]=[CH:33][CH:32]=[CH:31][C:30]=2[F:35])=[CH:27][S:26][C:25]=1[C:36]([O:38]C)=O.C(OCC)(OCC)OCC.[Cl:50]C1C=CC(N)=CC=1, predict the reaction product. The product is: [Cl:50][C:4]1[CH:5]=[CH:6][C:1]([N:7]2[C:36](=[O:38])[C:25]3[S:26][CH:27]=[C:28]([C:29]4[CH:34]=[CH:33][CH:32]=[CH:31][C:30]=4[F:35])[C:24]=3[N:23]=[CH:12]2)=[CH:2][CH:3]=1.